Dataset: Forward reaction prediction with 1.9M reactions from USPTO patents (1976-2016). Task: Predict the product of the given reaction. (1) Given the reactants Br[C:2]1[C:11]2[C:6](=[CH:7][CH:8]=[CH:9][CH:10]=2)[N:5]=[C:4]([CH2:12][O:13][CH2:14][C:15]2([C:28]3[CH:33]=[CH:32][CH:31]=[CH:30][CH:29]=3)[CH2:20][CH2:19][N:18](C(OC(C)(C)C)=O)[CH2:17][CH2:16]2)[CH:3]=1.FC(F)(F)C(O)=O.C(Cl)Cl.[CH3:44][N:45](C=O)C, predict the reaction product. The product is: [C:28]1([C:15]2([CH2:14][O:13][CH2:12][C:4]3[CH:3]=[C:2]([C:44]#[N:45])[C:11]4[C:6](=[CH:7][CH:8]=[CH:9][CH:10]=4)[N:5]=3)[CH2:20][CH2:19][NH:18][CH2:17][CH2:16]2)[CH:33]=[CH:32][CH:31]=[CH:30][CH:29]=1. (2) Given the reactants [CH3:1][C:2]1([CH2:13][OH:14])[O:6][C:5]2=[N:7][C:8]([N+:10]([O-:12])=[O:11])=[CH:9][N:4]2[CH2:3]1.[H-].[Na+].[Br:17][C:18]1[CH:23]=[N:22][C:21](Br)=[CH:20][N:19]=1, predict the reaction product. The product is: [Br:17][C:18]1[N:19]=[CH:20][C:21]([O:14][CH2:13][C:2]2([CH3:1])[O:6][C:5]3=[N:7][C:8]([N+:10]([O-:12])=[O:11])=[CH:9][N:4]3[CH2:3]2)=[N:22][CH:23]=1. (3) Given the reactants Br[C:2]1[C:11]([F:12])=[CH:10][CH:9]=[C:8]2[C:3]=1[C:4](=[O:39])[N:5]([C:33]1[CH:38]=[CH:37][CH:36]=[CH:35][CH:34]=1)[C:6]([C@@H:13]1[CH2:17][C@H:16]([O:18][Si:19]([C:22]([CH3:25])([CH3:24])[CH3:23])([CH3:21])[CH3:20])[CH2:15][N:14]1[C:26]([O:28][C:29]([CH3:32])([CH3:31])[CH3:30])=[O:27])=[N:7]2.[CH3:40][N:41]1[CH:45]=[C:44]([Sn](CCCC)(CCCC)CCCC)[CH:43]=[N:42]1, predict the reaction product. The product is: [Si:19]([O:18][C@@H:16]1[CH2:15][N:14]([C:26]([O:28][C:29]([CH3:31])([CH3:30])[CH3:32])=[O:27])[C@H:13]([C:6]2[N:5]([C:33]3[CH:38]=[CH:37][CH:36]=[CH:35][CH:34]=3)[C:4](=[O:39])[C:3]3[C:8](=[CH:9][CH:10]=[C:11]([F:12])[C:2]=3[C:44]3[CH:43]=[N:42][N:41]([CH3:40])[CH:45]=3)[N:7]=2)[CH2:17]1)([C:22]([CH3:25])([CH3:24])[CH3:23])([CH3:20])[CH3:21]. (4) Given the reactants [Cl:1][C:2]1[C:3]([O:19][CH3:20])=[C:4]([N:8]2[CH2:13][CH2:12][N:11](CCCCN)[CH2:10][CH2:9]2)[CH:5]=[CH:6][CH:7]=1.P(OC(C)(C)C)(OC(C)(C)C)OC(C)(C)C.N1CCNCC1.ClC1C(Cl)=C(OC)C=CC=1, predict the reaction product. The product is: [Cl:1][C:2]1[C:3]([O:19][CH3:20])=[C:4]([N:8]2[CH2:9][CH2:10][NH:11][CH2:12][CH2:13]2)[CH:5]=[CH:6][CH:7]=1. (5) The product is: [C:4]([C:5]1[CH:6]=[CH:7][C:8]([CH:11]2[CH2:16][CH2:15][CH:14]([CH:17]3[CH2:22][CH2:21][CH:20]([CH2:23][CH2:24][CH3:25])[CH2:19][CH2:18]3)[CH2:13][CH2:12]2)=[CH:9][CH:10]=1)#[CH:3]. Given the reactants C[Si](C)(C)[C:3]#[C:4][C:5]1[CH:10]=[CH:9][C:8]([CH:11]2[CH2:16][CH2:15][CH:14]([CH:17]3[CH2:22][CH2:21][CH:20]([CH2:23][CH2:24][CH3:25])[CH2:19][CH2:18]3)[CH2:13][CH2:12]2)=[CH:7][CH:6]=1.C([O-])([O-])=O.[K+].[K+].O, predict the reaction product. (6) Given the reactants C(OC(=O)[NH:7][CH2:8][C:9]1[CH:14]=[C:13]([CH:15]=[CH2:16])[C:12]([NH:17][S:18]([CH3:21])(=[O:20])=[O:19])=[C:11]([F:22])[CH:10]=1)(C)(C)C.FC(F)(F)C(O)=O, predict the reaction product. The product is: [NH2:7][CH2:8][C:9]1[CH:14]=[C:13]([CH:15]=[CH2:16])[C:12]([NH:17][S:18]([CH3:21])(=[O:20])=[O:19])=[C:11]([F:22])[CH:10]=1. (7) Given the reactants C(NC(C)C)(C)C.C([Li])CCC.CCCCCC.[Li+].CC([N-]C(C)C)C.[Br:27][C:28]1[S:29][CH:30]=[C:31]([Br:33])[N:32]=1.[C:34](=[O:36])=[O:35].[OH-].[Na+], predict the reaction product. The product is: [Br:27][C:28]1[S:29][C:30]([C:34]([OH:36])=[O:35])=[C:31]([Br:33])[N:32]=1.